This data is from Full USPTO retrosynthesis dataset with 1.9M reactions from patents (1976-2016). The task is: Predict the reactants needed to synthesize the given product. (1) Given the product [CH2:9]([O:8][C:6]1[CH:5]=[CH:4][C:3]([O:11][C:12]([F:15])([F:14])[F:13])=[C:2]([B:25]([OH:26])[OH:24])[CH:7]=1)[CH3:10], predict the reactants needed to synthesize it. The reactants are: Br[C:2]1[CH:7]=[C:6]([O:8][CH2:9][CH3:10])[CH:5]=[CH:4][C:3]=1[O:11][C:12]([F:15])([F:14])[F:13].C([Li])CCC.C([O:24][B:25](OC(C)C)[O:26]C(C)C)(C)C. (2) Given the product [OH:1][C@@H:2]([CH2:28][O:29][C:30]1[CH:35]=[CH:34][CH:33]=[CH:32][CH:31]=1)/[CH:3]=[CH:4]/[C@@H:5]1[C@@H:13]2[C@@H:8]([S:9][C@@H:10]([CH2:14][CH2:15][CH2:16][C:17]([O:19][CH3:20])=[O:18])[CH2:11][CH2:12]2)[CH2:7][C@H:6]1[O:21][CH:22]1[CH2:27][CH2:26][CH2:25][CH2:24][O:23]1, predict the reactants needed to synthesize it. The reactants are: [O:1]=[C:2]([CH2:28][O:29][C:30]1[CH:35]=[CH:34][CH:33]=[CH:32][CH:31]=1)/[CH:3]=[CH:4]/[C@@H:5]1[C@@H:13]2[C@@H:8]([S:9][C@@H:10]([CH2:14][CH2:15][CH2:16][C:17]([O:19][CH3:20])=[O:18])[CH2:11][CH2:12]2)[CH2:7][C@H:6]1[O:21][CH:22]1[CH2:27][CH2:26][CH2:25][CH2:24][O:23]1.B1(C)OC(C2C=CC=CC=2)(C2C=CC=CC=2)[C@@H]2N1CCC2.CO.